Dataset: Retrosynthesis with 50K atom-mapped reactions and 10 reaction types from USPTO. Task: Predict the reactants needed to synthesize the given product. Given the product COc1ccc2c(c1)C=C(c1ocnc1C(=O)N1CCOCC1)Cn1c-2c(C2CCCCC2)c2ccc(C(=O)NS(=O)(=O)C3CC3)cc21, predict the reactants needed to synthesize it. The reactants are: COc1ccc2c(c1)C=C(c1ocnc1C(=O)N1CCOCC1)Cn1c-2c(C2CCCCC2)c2ccc(C(=O)O)cc21.NS(=O)(=O)C1CC1.